Dataset: Reaction yield outcomes from USPTO patents with 853,638 reactions. Task: Predict the reaction yield, written as a fraction of the theoretical maximum amount of product (1.0 means a 100% yield; for example, 0.34 means a 34% yield). The reactants are [CH2:1]([N:3]([CH2:15][CH3:16])[S:4]([C:7]1[CH:12]=[CH:11][N:10]=[C:9]([NH:13][NH2:14])[CH:8]=1)(=[O:6])=[O:5])[CH3:2].C1N=CN([C:22](N2C=NC=C2)=[O:23])C=1. The catalyst is C1COCC1.O. The product is [CH2:15]([N:3]([CH2:1][CH3:2])[S:4]([C:7]1[CH:12]=[CH:11][N:10]2[C:22](=[O:23])[NH:14][N:13]=[C:9]2[CH:8]=1)(=[O:6])=[O:5])[CH3:16]. The yield is 0.350.